Dataset: Merck oncology drug combination screen with 23,052 pairs across 39 cell lines. Task: Regression. Given two drug SMILES strings and cell line genomic features, predict the synergy score measuring deviation from expected non-interaction effect. (1) Drug 1: N#Cc1ccc(Cn2cncc2CN2CCN(c3cccc(Cl)c3)C(=O)C2)cc1. Drug 2: CNC(=O)c1cc(Oc2ccc(NC(=O)Nc3ccc(Cl)c(C(F)(F)F)c3)cc2)ccn1. Cell line: CAOV3. Synergy scores: synergy=-0.761. (2) Drug 1: CC1CC2C3CCC4=CC(=O)C=CC4(C)C3(F)C(O)CC2(C)C1(O)C(=O)CO. Drug 2: Cc1nc(Nc2ncc(C(=O)Nc3c(C)cccc3Cl)s2)cc(N2CCN(CCO)CC2)n1. Cell line: LOVO. Synergy scores: synergy=61.0. (3) Drug 1: O=S1(=O)NC2(CN1CC(F)(F)F)C1CCC2Cc2cc(C=CCN3CCC(C(F)(F)F)CC3)ccc2C1. Drug 2: NC1(c2ccc(-c3nc4ccn5c(=O)[nH]nc5c4cc3-c3ccccc3)cc2)CCC1. Cell line: HCT116. Synergy scores: synergy=18.2. (4) Drug 1: N#Cc1ccc(Cn2cncc2CN2CCN(c3cccc(Cl)c3)C(=O)C2)cc1. Drug 2: NC1CCCCC1N.O=C(O)C(=O)O.[Pt+2]. Cell line: PA1. Synergy scores: synergy=-15.6. (5) Drug 1: CC1CC2C3CCC4=CC(=O)C=CC4(C)C3(F)C(O)CC2(C)C1(O)C(=O)CO. Drug 2: CC(C)CC(NC(=O)C(Cc1ccccc1)NC(=O)c1cnccn1)B(O)O. Cell line: PA1. Synergy scores: synergy=8.20.